Predict which catalyst facilitates the given reaction. From a dataset of Catalyst prediction with 721,799 reactions and 888 catalyst types from USPTO. (1) Reactant: [Cl:1][C:2]1[CH:7]=[CH:6][C:5]([S:8]([N:11]([CH2:19][C:20]2[CH:29]=[CH:28][C:23]([C:24]([O:26]C)=[O:25])=[CH:22][CH:21]=2)[CH2:12][CH:13]2[CH2:18][CH2:17][O:16][CH2:15][CH2:14]2)(=[O:10])=[O:9])=[CH:4][CH:3]=1.O.[OH-].[Li+].Cl. Product: [Cl:1][C:2]1[CH:3]=[CH:4][C:5]([S:8]([N:11]([CH2:19][C:20]2[CH:21]=[CH:22][C:23]([C:24]([OH:26])=[O:25])=[CH:28][CH:29]=2)[CH2:12][CH:13]2[CH2:18][CH2:17][O:16][CH2:15][CH2:14]2)(=[O:10])=[O:9])=[CH:6][CH:7]=1. The catalyst class is: 20. (2) Reactant: [CH2:1]([O:8][C:9]([NH:11][C@@H:12]([CH2:16][C:17]1[CH:22]=[CH:21][C:20]([CH:23]2[S:27](=[O:29])(=[O:28])[NH:26][C:25](=[O:30])[CH2:24]2)=[C:19]([Br:31])[CH:18]=1)[C:13](O)=[O:14])=[O:10])[C:2]1[CH:7]=[CH:6][CH:5]=[CH:4][CH:3]=1.F[P-](F)(F)(F)(F)F.N1(O[P+](N(C)C)(N(C)C)N(C)C)C2C=CC=CC=2N=N1.Cl.[NH2:60][CH2:61][CH2:62][CH2:63][CH2:64][O:65][C:66]1[CH:75]=[CH:74][CH:73]=[C:72]([OH:76])[C:67]=1[C:68]([O:70][CH3:71])=[O:69].C(N(CC)C(C)C)(C)C. Product: [CH2:1]([O:8][C:9]([NH:11][C@@H:12]([CH2:16][C:17]1[CH:22]=[CH:21][C:20]([CH:23]2[S:27](=[O:28])(=[O:29])[NH:26][C:25](=[O:30])[CH2:24]2)=[C:19]([Br:31])[CH:18]=1)[C:13]([NH:60][CH2:61][CH2:62][CH2:63][CH2:64][O:65][C:66]1[CH:75]=[CH:74][CH:73]=[C:72]([OH:76])[C:67]=1[C:68]([O:70][CH3:71])=[O:69])=[O:14])=[O:10])[C:2]1[CH:7]=[CH:6][CH:5]=[CH:4][CH:3]=1. The catalyst class is: 3. (3) Reactant: [OH:1][CH2:2][CH2:3][C@H:4]([CH:6]1[CH2:11][CH2:10][N:9](C(OC(C)(C)C)=O)[CH2:8][CH2:7]1)[CH3:5].Cl. Product: [NH:9]1[CH2:10][CH2:11][CH:6]([C@H:4]([CH3:5])[CH2:3][CH2:2][OH:1])[CH2:7][CH2:8]1. The catalyst class is: 12.